The task is: Binary Classification. Given a miRNA mature sequence and a target amino acid sequence, predict their likelihood of interaction.. This data is from Experimentally validated miRNA-target interactions with 360,000+ pairs, plus equal number of negative samples. (1) The miRNA is hsa-miR-4775 with sequence UUAAUUUUUUGUUUCGGUCACU. The protein sequence of the target gene is MASTTSTKKMMEEATCSICLSLMTNPVSINCGHSYCHLCITDFFKNPSQKQLRQETFCCPQCRAPFHMDSLRPNKQLGSLIEALKETDQEMSCEEHGEQFHLFCEDEGQLICWRCERAPQHKGHTTALVEDVCQGYKEKLQKAVTKLKQLEDRCTEQKLSTAMRITKWKEKVQIQRQKIRSDFKNLQCFLHEEEKSYLWRLEKEEQQTLSRLRDYEAGLGLKSNELKSHILELEEKCQGSAQKLLQNVNDTLSRSWAVKLETSEAVSLELHTMCNVSKLYFDVKKMLRSHQVSVTLDPDT.... Result: 1 (interaction). (2) The miRNA is rno-miR-351-3p with sequence GGUCAAGAGGCGCCUGGGAAC. The protein sequence of the target gene is MKLSLVAAVLLLLLGTARAEEEDKKEDVGTVVGIDLGTTYSCVGVFKNGRVEIIANDQGNRITPSYVAFTPEGERLIGDAAKNQLTSNPENTVFDAKRLIGRTWNDPSVQQDIKFLPFKVVEKKTKPYIQVDVGGGQTKTFAPEEISAMVLTKMKETAEAYLGKKVTHAVVTVPAYFNDAQRQATKDAGTIAGLNVMRIINEPTAAAIAYGLDKREGEKNILVFDLGGGTFDVSLLTIDNGVFEVVATNGDTHLGGEDFDQRVMEHFIKLYKKKTGKDVRKDNRAVQKLRREVEKAKRAL.... Result: 0 (no interaction).